Predict the reactants needed to synthesize the given product. From a dataset of Full USPTO retrosynthesis dataset with 1.9M reactions from patents (1976-2016). (1) Given the product [NH:27]1[C:31]2[CH:32]=[CH:33][CH:34]=[CH:35][C:30]=2[N:29]=[C:28]1[NH:36][CH2:37][CH:38]1[CH2:43][CH2:42][N:41]([CH2:11][C:3]2[N:2]([CH3:1])[C:10]3[C:5]([CH:4]=2)=[CH:6][CH:7]=[CH:8][CH:9]=3)[CH2:40][CH2:39]1, predict the reactants needed to synthesize it. The reactants are: [CH3:1][N:2]1[C:10]2[C:5](=[CH:6][CH:7]=[CH:8][CH:9]=2)[CH:4]=[C:3]1[CH:11]=O.C(O[BH-](OC(=O)C)OC(=O)C)(=O)C.[Na+].[NH:27]1[C:31]2[CH:32]=[CH:33][CH:34]=[CH:35][C:30]=2[N:29]=[C:28]1[NH:36][CH2:37][CH:38]1[CH2:43][CH2:42][NH:41][CH2:40][CH2:39]1.CO. (2) Given the product [CH3:1][O:2][C:3](=[O:13])[C:4]1[CH:9]=[C:8]([C:20]2[CH:19]=[CH:18][CH:17]=[C:16]([C:15]([F:26])([F:25])[F:14])[CH:21]=2)[C:7]([O:11][CH3:12])=[N:6][CH:5]=1, predict the reactants needed to synthesize it. The reactants are: [CH3:1][O:2][C:3](=[O:13])[C:4]1[CH:9]=[C:8](Br)[C:7]([O:11][CH3:12])=[N:6][CH:5]=1.[F:14][C:15]([F:26])([F:25])[C:16]1[CH:17]=[C:18](B(O)O)[CH:19]=[CH:20][CH:21]=1.C(=O)(O)[O-].[Na+].C1(C)C=CC=CC=1. (3) Given the product [F:19][C:20]1[CH:29]=[CH:28][C:23]([C:24]2[NH:18][C:16]([NH:15][C:5]3[CH:6]=[CH:7][C:8]([N:9]4[CH:13]=[C:12]([CH3:14])[N:11]=[CH:10]4)=[C:3]([O:2][CH3:1])[CH:4]=3)=[N:27][N:26]=2)=[CH:22][CH:21]=1, predict the reactants needed to synthesize it. The reactants are: [CH3:1][O:2][C:3]1[CH:4]=[C:5]([NH:15][C:16]([NH2:18])=S)[CH:6]=[CH:7][C:8]=1[N:9]1[CH:13]=[C:12]([CH3:14])[N:11]=[CH:10]1.[F:19][C:20]1[CH:29]=[CH:28][C:23]([C:24]([NH:26][NH2:27])=O)=[CH:22][CH:21]=1. (4) The reactants are: [C:1]([O:5][C:6]([NH:8][CH2:9][CH2:10][C:11]([OH:13])=O)=[O:7])([CH3:4])([CH3:3])[CH3:2].[C:14]1([Li])[CH:19]=[CH:18][CH:17]=[CH:16][CH:15]=1. Given the product [O:13]=[C:11]([C:14]1[CH:19]=[CH:18][CH:17]=[CH:16][CH:15]=1)[CH2:10][CH2:9][NH:8][C:6](=[O:7])[O:5][C:1]([CH3:2])([CH3:3])[CH3:4], predict the reactants needed to synthesize it. (5) Given the product [Br:53][CH2:2][C:3]1[CH:8]=[CH:7][C:6]([NH:9][C:10](=[O:32])[CH2:11][CH2:12]/[CH:13]=[CH:14]\[CH2:15]/[CH:16]=[CH:17]\[CH2:18]/[CH:19]=[CH:20]\[CH2:21]/[CH:22]=[CH:23]\[CH2:24]/[CH:25]=[CH:26]\[CH2:27]/[CH:28]=[CH:29]\[CH2:30][CH3:31])=[CH:5][CH:4]=1, predict the reactants needed to synthesize it. The reactants are: O[CH2:2][C:3]1[CH:8]=[CH:7][C:6]([NH:9][C:10](=[O:32])[CH2:11][CH2:12]/[CH:13]=[CH:14]\[CH2:15]/[CH:16]=[CH:17]\[CH2:18]/[CH:19]=[CH:20]\[CH2:21]/[CH:22]=[CH:23]\[CH2:24]/[CH:25]=[CH:26]\[CH2:27]/[CH:28]=[CH:29]\[CH2:30][CH3:31])=[CH:5][CH:4]=1.C1(P(C2C=CC=CC=2)C2C=CC=CC=2)C=CC=CC=1.C(Br)(Br)(Br)[Br:53]. (6) Given the product [F:1][C:2]1[CH:10]=[C:9]2[C:5]([C:6](/[CH:11]=[CH:12]/[C:13]3[CH:22]=[CH:21][C:20]4[C:15](=[CH:16][CH:17]=[CH:18][CH:19]=4)[CH:14]=3)=[N:7][NH:8]2)=[CH:4][C:31]=1[C:30]([OH:33])=[O:32], predict the reactants needed to synthesize it. The reactants are: [F:1][C:2]1[CH:10]=[C:9]2[C:5]([C:6](/[CH:11]=[CH:12]/[C:13]3[CH:22]=[CH:21][C:20]4[C:15](=[CH:16][CH:17]=[CH:18][CH:19]=4)[CH:14]=3)=[N:7][NH:8]2)=[CH:4]C=1C#N.S(=O)(=O)(O)O.[C:30]([OH:33])(=[O:32])[CH3:31]. (7) Given the product [OH:2][C:3]1[CH:4]=[C:5]([C:20]([OH:22])=[O:21])[C:6]2[O:10][C:9]([C:11]3[CH:16]=[CH:15][C:14]([OH:17])=[CH:13][CH:12]=3)=[CH:8][C:7]=2[CH:19]=1, predict the reactants needed to synthesize it. The reactants are: C[O:2][C:3]1[CH:4]=[C:5]([C:20]([OH:22])=[O:21])[C:6]2[O:10][C:9]([C:11]3[CH:16]=[CH:15][C:14]([O:17]C)=[CH:13][CH:12]=3)=[CH:8][C:7]=2[CH:19]=1.Cl.N1C=CC=CC=1.Cl.